Dataset: Peptide-MHC class II binding affinity with 134,281 pairs from IEDB. Task: Regression. Given a peptide amino acid sequence and an MHC pseudo amino acid sequence, predict their binding affinity value. This is MHC class II binding data. (1) The peptide sequence is AFKVAATAANCAPAN. The MHC is DRB1_0401 with pseudo-sequence DRB1_0401. The binding affinity (normalized) is 0.684. (2) The peptide sequence is EKKYFAATQIEPLAA. The MHC is HLA-DQA10301-DQB10302 with pseudo-sequence HLA-DQA10301-DQB10302. The binding affinity (normalized) is 0.379. (3) The peptide sequence is IIGVLEQGKRTLTPQ. The MHC is DRB4_0101 with pseudo-sequence DRB4_0103. The binding affinity (normalized) is 0.241. (4) The binding affinity (normalized) is 0.166. The peptide sequence is LKKLVFGYRKPLDNI. The MHC is HLA-DPA10201-DPB10501 with pseudo-sequence HLA-DPA10201-DPB10501. (5) The peptide sequence is EKKYFAAWQFEPLAA. The MHC is HLA-DQA10101-DQB10501 with pseudo-sequence HLA-DQA10101-DQB10501. The binding affinity (normalized) is 0.621. (6) The peptide sequence is EKKYFAATEFEPLAA. The MHC is HLA-DQA10401-DQB10402 with pseudo-sequence HLA-DQA10401-DQB10402. The binding affinity (normalized) is 0.442. (7) The peptide sequence is AVQVTFTVQKGSDPKKLVLNIKYTRPGDSL. The MHC is DRB3_0101 with pseudo-sequence DRB3_0101. The binding affinity (normalized) is 0. (8) The peptide sequence is TYGDKWLDAKSTWYG. The MHC is HLA-DPA10201-DPB10501 with pseudo-sequence HLA-DPA10201-DPB10501. The binding affinity (normalized) is 0. (9) The peptide sequence is EKKYFAATQDEPLAA. The MHC is HLA-DQA10401-DQB10402 with pseudo-sequence HLA-DQA10401-DQB10402. The binding affinity (normalized) is 0.427.